The task is: Predict which catalyst facilitates the given reaction.. This data is from Catalyst prediction with 721,799 reactions and 888 catalyst types from USPTO. (1) Reactant: [Cl:1][C:2]1[CH:7]=[CH:6][CH:5]=[CH:4][C:3]=1[N:8]1[C:12]([C:13]2[CH:14]=[CH:15][C:16]([OH:23])=[C:17]([CH:22]=2)[C:18]([O:20][CH3:21])=[O:19])=[CH:11][C:10]([C:24]([F:27])([F:26])[F:25])=[N:9]1.N1C(C)=CC=CC=1C.[S:36](O[S:36]([C:39]([F:42])([F:41])[F:40])(=[O:38])=[O:37])([C:39]([F:42])([F:41])[F:40])(=[O:38])=[O:37]. Product: [Cl:1][C:2]1[CH:7]=[CH:6][CH:5]=[CH:4][C:3]=1[N:8]1[C:12]([C:13]2[CH:14]=[CH:15][C:16]([O:23][S:36]([C:39]([F:42])([F:41])[F:40])(=[O:38])=[O:37])=[C:17]([CH:22]=2)[C:18]([O:20][CH3:21])=[O:19])=[CH:11][C:10]([C:24]([F:27])([F:25])[F:26])=[N:9]1. The catalyst class is: 2. (2) Reactant: [C@@H:1]12[C:10](=[O:11])[O:9][C:7](=[O:8])[C@@H:2]1[CH2:3][CH2:4][CH2:5][CH2:6]2.[C@@H:12]1([NH2:22])[C:21]2[C:16](=[CH:17][CH:18]=[CH:19][CH:20]=2)[CH2:15][CH2:14][CH2:13]1.CCN(C(C)C)C(C)C. Product: [C@H:12]1([NH:22][C:7]([C@@H:2]2[CH2:3][CH2:4][CH2:5][CH2:6][C@@H:1]2[C:10]([OH:9])=[O:11])=[O:8])[C:21]2[C:16](=[CH:17][CH:18]=[CH:19][CH:20]=2)[CH2:15][CH2:14][CH2:13]1. The catalyst class is: 2. (3) Reactant: [C:1]([C:4]1[CH:5]=[C:6]([C:22]([NH:24][CH2:25][C:26]2[CH:31]=[CH:30][C:29]([S:32]([CH3:35])(=[O:34])=[O:33])=[CH:28][CH:27]=2)=[O:23])[C:7](=[O:21])[N:8]([C:11]2[CH:16]=[CH:15][CH:14]=[C:13]([C:17]([F:20])([F:19])[F:18])[CH:12]=2)[C:9]=1[CH3:10])(=O)[CH3:2].Cl.[O:37]([NH2:39])[CH3:38].C(=O)([O-])[O-].[K+].[K+].Cl. Product: [CH3:38][O:37]/[N:39]=[C:1](/[C:4]1[CH:5]=[C:6]([C:22]([NH:24][CH2:25][C:26]2[CH:31]=[CH:30][C:29]([S:32]([CH3:35])(=[O:33])=[O:34])=[CH:28][CH:27]=2)=[O:23])[C:7](=[O:21])[N:8]([C:11]2[CH:16]=[CH:15][CH:14]=[C:13]([C:17]([F:19])([F:18])[F:20])[CH:12]=2)[C:9]=1[CH3:10])\[CH3:2]. The catalyst class is: 3.